From a dataset of Forward reaction prediction with 1.9M reactions from USPTO patents (1976-2016). Predict the product of the given reaction. Given the reactants [C:1]([O:5][C:6]([N:8]([C:42]([O:44][C:45]([CH3:48])([CH3:47])[CH3:46])=[O:43])[C:9]1[N:10]=[CH:11][C:12]([CH:36]2[CH2:38][CH:37]2[C:39]([OH:41])=O)=[N:13][C:14]=1[C:15]1[O:16][C:17]([C:20]2[CH:25]=[CH:24][C:23]([CH2:26][N:27]([C:29]([O:31][C:32]([CH3:35])([CH3:34])[CH3:33])=[O:30])[CH3:28])=[CH:22][CH:21]=2)=[N:18][N:19]=1)=[O:7])([CH3:4])([CH3:3])[CH3:2].[NH:49]1[CH2:53][CH2:52][C@@H:51]([NH:54][C:55](=[O:61])[O:56][C:57]([CH3:60])([CH3:59])[CH3:58])[CH2:50]1.CN(C(ON1N=NC2C=CC=NC1=2)=[N+](C)C)C.F[P-](F)(F)(F)(F)F.CCN(C(C)C)C(C)C, predict the reaction product. The product is: [C:45]([O:44][C:42]([N:8]([C:6]([O:5][C:1]([CH3:3])([CH3:2])[CH3:4])=[O:7])[C:9]1[C:14]([C:15]2[O:16][C:17]([C:20]3[CH:25]=[CH:24][C:23]([CH2:26][N:27]([CH3:28])[C:29](=[O:30])[O:31][C:32]([CH3:33])([CH3:34])[CH3:35])=[CH:22][CH:21]=3)=[N:18][N:19]=2)=[N:13][C:12]([CH:36]2[CH2:38][CH:37]2[C:39]([N:49]2[CH2:53][CH2:52][C@@H:51]([NH:54][C:55]([O:56][C:57]([CH3:60])([CH3:59])[CH3:58])=[O:61])[CH2:50]2)=[O:41])=[CH:11][N:10]=1)=[O:43])([CH3:48])([CH3:46])[CH3:47].